This data is from Reaction yield outcomes from USPTO patents with 853,638 reactions. The task is: Predict the reaction yield, written as a fraction of the theoretical maximum amount of product (1.0 means a 100% yield; for example, 0.34 means a 34% yield). (1) The reactants are B(F)(F)F.CCOCC.[C:10]([O:20][CH2:21][CH3:22])([O:17][CH2:18][CH3:19])([O:14][CH2:15][CH3:16])OCC.C([Li])CCC.[CH3:28][Si:29]([C:32]#[CH:33])([CH3:31])[CH3:30].F[B-](F)(F)F.C(O[C+](OCC)OCC)C.C(=O)([O-])[O-].[K+].[K+]. The catalyst is C(OCC)C. The product is [CH3:28][Si:29]([CH3:31])([CH3:30])[C:32]#[C:33][C:10]([O:14][CH2:15][CH3:16])([O:17][CH2:18][CH3:19])[O:20][CH2:21][CH3:22]. The yield is 1.00. (2) The reactants are [CH:1]1([C:4](Cl)=[O:5])[CH2:3][CH2:2]1.[Cl:7][C:8]1[CH:24]=[CH:23][C:11]([CH2:12][NH:13][C:14]([C:16]2[S:20][C:19]([NH2:21])=[N:18][C:17]=2[CH3:22])=[O:15])=[CH:10][CH:9]=1. No catalyst specified. The product is [Cl:7][C:8]1[CH:9]=[CH:10][C:11]([CH2:12][NH:13][C:14]([C:16]2[S:20][C:19]([NH:21][C:4]([CH:1]3[CH2:3][CH2:2]3)=[O:5])=[N:18][C:17]=2[CH3:22])=[O:15])=[CH:23][CH:24]=1. The yield is 0.550. (3) The reactants are [CH2:1]([C:3]1[N:7]2[N:8]=[C:9]([CH2:21][C:22]([CH3:25])([CH3:24])[CH3:23])[CH:10]=[C:11]([C:12]3[CH:13]=[C:14]([CH:18]=[CH:19][CH:20]=3)[C:15](N)=[O:16])[C:6]2=[CH:5][CH:4]=1)[CH3:2].[OH2:26].[OH-].[K+].Cl. The catalyst is C(O)C. The product is [CH2:1]([C:3]1[N:7]2[N:8]=[C:9]([CH2:21][C:22]([CH3:25])([CH3:23])[CH3:24])[CH:10]=[C:11]([C:12]3[CH:13]=[C:14]([CH:18]=[CH:19][CH:20]=3)[C:15]([OH:16])=[O:26])[C:6]2=[CH:5][CH:4]=1)[CH3:2]. The yield is 0.541. (4) The product is [CH2:1]([O:8][C:9](=[O:21])[CH2:10][N:11]1[C:15]2[CH:16]=[CH:17][CH:18]=[CH:19][C:14]=2[N:13]([CH2:24][CH3:25])[C:12]1=[O:20])[C:2]1[CH:7]=[CH:6][CH:5]=[CH:4][CH:3]=1. The catalyst is CN(C=O)C.C(OCC)(=O)C. The yield is 0.810. The reactants are [CH2:1]([O:8][C:9](=[O:21])[CH2:10][N:11]1[C:15]2[CH:16]=[CH:17][CH:18]=[CH:19][C:14]=2[NH:13][C:12]1=[O:20])[C:2]1[CH:7]=[CH:6][CH:5]=[CH:4][CH:3]=1.[H-].[Na+].[CH2:24](I)[CH3:25]. (5) The reactants are [O:1]=[C:2]1[C:11]2[C:6](=[CH:7][CH:8]=[C:9]([C:12]3([C:15]([O:17]C)=[O:16])[CH2:14][CH2:13]3)[CH:10]=2)[O:5][CH2:4][CH2:3]1.O[Li].[OH2:21].[CH3:22]O. The catalyst is O. The product is [OH:1][C:2]1([O:21][CH3:22])[C:11]2[C:6](=[CH:7][CH:8]=[C:9]([C:12]3([C:15]([OH:17])=[O:16])[CH2:13][CH2:14]3)[CH:10]=2)[O:5][CH2:4][CH2:3]1. The yield is 0.440. (6) The reactants are [Br:1][C:2]1[N:3]=[C:4]([CH:12]2[CH2:20][CH2:19][CH:18]3[N:14]([C:15](=[O:23])[C:16]([CH3:22])([CH3:21])[CH2:17]3)[CH2:13]2)[N:5]2[CH:10]=[CH:9][N:8]=[C:7](Cl)[C:6]=12.[NH3:24]. The product is [NH2:24][C:7]1[C:6]2[N:5]([C:4]([CH:12]3[CH2:20][CH2:19][CH:18]4[N:14]([C:15](=[O:23])[C:16]([CH3:22])([CH3:21])[CH2:17]4)[CH2:13]3)=[N:3][C:2]=2[Br:1])[CH:10]=[CH:9][N:8]=1. The yield is 0.943. The catalyst is CC(O)C. (7) The reactants are [OH:1][C:2]1[C:11]2[C:6](=[N:7][CH:8]=[CH:9][CH:10]=2)[N:5]([CH2:12][CH2:13][CH:14]([CH3:16])[CH3:15])[C:4](=[O:17])[C:3]=1[C:18]1[NH:23][C:22]2[CH:24]=[CH:25][C:26]([NH:28][S:29](=[O:43])(=[O:42])[N:30](C)[C:31](OCC3C=CC=CC=3)=O)=[CH:27][C:21]=2[S:20](=[O:45])(=[O:44])[N:19]=1. The catalyst is CO.[Pd]. The product is [OH:1][C:2]1[C:11]2[C:6](=[N:7][CH:8]=[CH:9][CH:10]=2)[N:5]([CH2:12][CH2:13][CH:14]([CH3:16])[CH3:15])[C:4](=[O:17])[C:3]=1[C:18]1[NH:23][C:22]2[CH:24]=[CH:25][C:26]([NH:28][S:29]([NH:30][CH3:31])(=[O:43])=[O:42])=[CH:27][C:21]=2[S:20](=[O:45])(=[O:44])[N:19]=1. The yield is 0.730. (8) The yield is 0.738. The reactants are [C:1]([O:4][C@H:5]1[CH2:22][CH2:21][C@@:20]2([CH3:23])[C:7](=[CH:8][CH2:9][C@@H:10]3[C@@H:19]2[CH2:18][CH2:17][C@@:15]2([CH3:16])[C@H:11]3[CH2:12][C:13](C=O)=[C:14]2[N:24]2[C:28]3[CH:29]=[CH:30][CH:31]=[CH:32][C:27]=3[N:26]=[CH:25]2)[CH2:6]1)(=[O:3])[CH3:2]. The catalyst is C(#N)C1C=CC=CC=1.[Pd]. The product is [C:1]([O:4][C@H:5]1[CH2:22][CH2:21][C@@:20]2([CH3:23])[C:7](=[CH:8][CH2:9][C@@H:10]3[C@@H:19]2[CH2:18][CH2:17][C@@:15]2([CH3:16])[C@H:11]3[CH2:12][CH:13]=[C:14]2[N:24]2[C:28]3[CH:29]=[CH:30][CH:31]=[CH:32][C:27]=3[N:26]=[CH:25]2)[CH2:6]1)(=[O:3])[CH3:2].